From a dataset of Full USPTO retrosynthesis dataset with 1.9M reactions from patents (1976-2016). Predict the reactants needed to synthesize the given product. Given the product [OH:50][CH2:51][CH:52]([CH3:98])[CH2:53][N:54]1[CH:58]=[C:57]([C:59]2[N:64]=[C:63]([C:65](=[O:68])[NH:66][CH3:67])[C:62]([NH:69][C:70]3[C:75]([C:76]([F:79])([F:77])[F:78])=[CH:74][N:73]=[C:72]([NH:80][C:81]4[CH:95]=[CH:94][C:84]([CH2:85][P:86](=[O:90])([OH:93])[O:87][CH2:88][CH3:89])=[CH:83][C:82]=4[O:96][CH3:97])[N:71]=3)=[CH:61][CH:60]=2)[CH:56]=[N:55]1, predict the reactants needed to synthesize it. The reactants are: C(N(CC)C(C1C=C(C2C=NN(CCCO)C=2)C=CC=1NC1C(C(F)(F)F)=CN=C(NC2C=CC(CP(=O)(O)OCC)=CC=2OC)N=1)=O)C.[OH:50][CH2:51][CH:52]([CH3:98])[CH2:53][N:54]1[CH:58]=[C:57]([C:59]2[N:64]=[C:63]([C:65](=[O:68])[NH:66][CH3:67])[C:62]([NH:69][C:70]3[C:75]([C:76]([F:79])([F:78])[F:77])=[CH:74][N:73]=[C:72]([NH:80][C:81]4[CH:95]=[CH:94][C:84]([CH2:85][P:86](=[O:93])([O:90]CC)[O:87][CH2:88][CH3:89])=[CH:83][C:82]=4[O:96][CH3:97])[N:71]=3)=[CH:61][CH:60]=2)[CH:56]=[N:55]1.